Dataset: Forward reaction prediction with 1.9M reactions from USPTO patents (1976-2016). Task: Predict the product of the given reaction. Given the reactants C(N(CC)CC)C.[F:8][C@@H:9]1[C@@H:14]([OH:15])[CH2:13][CH2:12][N:11]([C:16]([O:18][C:19]([CH3:22])([CH3:21])[CH3:20])=[O:17])[CH2:10]1.[CH3:23][S:24](Cl)(=[O:26])=[O:25], predict the reaction product. The product is: [F:8][C@@H:9]1[C@@H:14]([O:15][S:24]([CH3:23])(=[O:26])=[O:25])[CH2:13][CH2:12][N:11]([C:16]([O:18][C:19]([CH3:22])([CH3:21])[CH3:20])=[O:17])[CH2:10]1.